This data is from Forward reaction prediction with 1.9M reactions from USPTO patents (1976-2016). The task is: Predict the product of the given reaction. (1) Given the reactants [CH3:1][C:2]([C:5]1[C:10]([NH:11][C:12]([C:14]2[C:23](=[O:24])[C:22]3[CH:21]=[CH:20][CH:19]=[CH:18][C:17]=3[NH:16][CH:15]=2)=[O:13])=[CH:9][C:8]([OH:25])=[C:7]([C:26]([CH3:29])([CH3:28])[CH3:27])[CH:6]=1)([CH3:4])[CH3:3], predict the reaction product. The product is: [CH3:4][C:2]([C:5]1[C:10]([NH:11][C:12]([C:14]2[C:23](=[O:24])[C:22]3[CH:21]=[CH:20][CH:19]=[CH:18][C:17]=3[NH:16][CH:15]=2)=[O:13])=[CH:9][C:8]([OH:25])=[C:7]([C:26]([CH3:29])([CH3:28])[CH3:27])[CH:6]=1)([CH3:1])[CH3:3].[CH2:7]1[CH2:8][O:25][CH2:29][CH2:26]1. (2) Given the reactants [C:1]1([P:7](Cl)[Cl:8])[CH:6]=[CH:5][CH:4]=[CH:3][CH:2]=1.[CH2:10]1[CH2:14][O:13][CH2:12][CH2:11]1, predict the reaction product. The product is: [Cl-:8].[O:13]1[C:14]2[C:6]([PH:7][C:1]3[CH:6]=[CH:5][CH:4]=[CH:3][CH:2]=3)=[CH:1][CH:2]=[CH:3][C:10]=2[CH:11]=[CH:12]1. (3) Given the reactants [Cl:1][C:2]1[C:3](=[O:34])[N:4]([CH2:19][CH2:20][C:21]2[CH:26]=[CH:25][C:24]([C:27]([N:29]3C=CN=C3)=[O:28])=[CH:23][CH:22]=2)[C:5]([CH2:9][O:10][C:11]2[CH:16]=[CH:15][CH:14]=[C:13]([CH2:17][CH3:18])[CH:12]=2)=[C:6]([Cl:8])[CH:7]=1.N, predict the reaction product. The product is: [Cl:1][C:2]1[C:3](=[O:34])[N:4]([CH2:19][CH2:20][C:21]2[CH:22]=[CH:23][C:24]([C:27]([NH2:29])=[O:28])=[CH:25][CH:26]=2)[C:5]([CH2:9][O:10][C:11]2[CH:16]=[CH:15][CH:14]=[C:13]([CH2:17][CH3:18])[CH:12]=2)=[C:6]([Cl:8])[CH:7]=1. (4) Given the reactants [Cl:1][C:2]1[CH:7]=[CH:6][C:5]([C:8]2[C:9]([C:14]([O:16]C)=[O:15])=[CH:10][CH:11]=[CH:12][CH:13]=2)=[CH:4][C:3]=1[C:18]([NH:20][C@@H:21]([CH:23]1[CH2:28][CH2:27][CH2:26][CH2:25][CH2:24]1)[CH3:22])=[O:19].[OH-].[K+].O.CO, predict the reaction product. The product is: [Cl:1][C:2]1[CH:7]=[CH:6][C:5]([C:8]2[C:9]([C:14]([OH:16])=[O:15])=[CH:10][CH:11]=[CH:12][CH:13]=2)=[CH:4][C:3]=1[C:18]([NH:20][C@@H:21]([CH:23]1[CH2:28][CH2:27][CH2:26][CH2:25][CH2:24]1)[CH3:22])=[O:19]. (5) Given the reactants [C:1]([NH:5][C:6]1[CH:11]=[C:10](Cl)[N:9]=[C:8]([Cl:13])[N:7]=1)([CH3:4])([CH3:3])[CH3:2].[CH3:14][O:15][C:16]([C:18]1([C:22]2[CH:27]=[CH:26][C:25]([NH2:28])=[CH:24][CH:23]=2)[CH2:21][CH2:20][CH2:19]1)=[O:17].C1(P(C2C=CC=CC=2)CCCP(C2C=CC=CC=2)C2C=CC=CC=2)C=CC=CC=1.CC(C)([O-])C.[Na+], predict the reaction product. The product is: [CH3:14][O:15][C:16]([C:18]1([C:22]2[CH:23]=[CH:24][C:25]([NH:28][C:10]3[CH:11]=[C:6]([NH:5][C:1]([CH3:4])([CH3:3])[CH3:2])[N:7]=[C:8]([Cl:13])[N:9]=3)=[CH:26][CH:27]=2)[CH2:19][CH2:20][CH2:21]1)=[O:17]. (6) Given the reactants Cl[CH2:2][CH2:3][CH2:4][C:5]([N:7]([CH3:10])[O:8][CH3:9])=[O:6].C([O-])([O-])=O.[K+].[K+].[NH:17]1[CH2:22][CH2:21][O:20][CH2:19][CH2:18]1, predict the reaction product. The product is: [CH3:10][N:7]([O:8][CH3:9])[C:5](=[O:6])[CH2:4][CH2:3][CH2:2][N:17]1[CH2:22][CH2:21][O:20][CH2:19][CH2:18]1. (7) Given the reactants O=[C:2]([C:8]1[CH:13]=[CH:12][C:11]([S:14][C:15]2[CH:20]=[CH:19][CH:18]=[CH:17][CH:16]=2)=[CH:10][CH:9]=1)[CH2:3][CH2:4][C:5]([OH:7])=[O:6], predict the reaction product. The product is: [C:15]1([S:14][C:11]2[CH:10]=[CH:9][C:8]([CH2:2][CH2:3][CH2:4][C:5]([OH:7])=[O:6])=[CH:13][CH:12]=2)[CH:16]=[CH:17][CH:18]=[CH:19][CH:20]=1. (8) Given the reactants [F:1][C:2]([F:15])([F:14])[C:3]1[NH:13][C:6]2=[N:7][CH:8]=[C:9]([CH2:11][NH2:12])[CH:10]=[C:5]2[CH:4]=1.Cl[C:17]1[CH:22]=[C:21]([CH2:23][CH3:24])[N:20]=[CH:19][N:18]=1.ClC1C=CN(CC)CN=1.CCN(C(C)C)C(C)C, predict the reaction product. The product is: [CH2:23]([C:21]1[N:20]=[CH:19][N:18]=[C:17]([NH:12][CH2:11][C:9]2[CH:10]=[C:5]3[CH:4]=[C:3]([C:2]([F:1])([F:14])[F:15])[NH:13][C:6]3=[N:7][CH:8]=2)[CH:22]=1)[CH3:24].